Dataset: Reaction yield outcomes from USPTO patents with 853,638 reactions. Task: Predict the reaction yield, written as a fraction of the theoretical maximum amount of product (1.0 means a 100% yield; for example, 0.34 means a 34% yield). (1) The reactants are [F:1][C:2]1[CH:3]=[C:4]([S:8]([C:11]2[CH:16]=[CH:15][C:14]([N:17]3[CH2:23][CH2:22][CH2:21][N:20]([C:24]([O:26][C:27]([CH3:30])([CH3:29])[CH3:28])=[O:25])[CH2:19][CH2:18]3)=[CH:13][C:12]=2[N+:31]([O-])=O)(=[O:10])=[O:9])[CH:5]=[CH:6][CH:7]=1.CO.[H][H]. The catalyst is C1COCC1.CCO.[Pd]. The product is [NH2:31][C:12]1[CH:13]=[C:14]([N:17]2[CH2:23][CH2:22][CH2:21][N:20]([C:24]([O:26][C:27]([CH3:30])([CH3:29])[CH3:28])=[O:25])[CH2:19][CH2:18]2)[CH:15]=[CH:16][C:11]=1[S:8]([C:4]1[CH:5]=[CH:6][CH:7]=[C:2]([F:1])[CH:3]=1)(=[O:9])=[O:10]. The yield is 0.980. (2) The reactants are [CH3:1][O:2][C:3]1[CH:4]=[CH:5][C:6]([C@H:9]2[CH2:11][C@@H:10]2[CH2:12][O:13][C:14]2[C:19]([C:20]3[CH2:25][CH2:24][CH2:23][C:22](=[O:26])[CH:21]=3)=[CH:18][N:17]=[C:16]([CH3:27])[N:15]=2)=[N:7][CH:8]=1.[NH4+].[Cl-]. The catalyst is CCO.O.[Zn]. The product is [CH3:1][O:2][C:3]1[CH:4]=[CH:5][C:6]([C@H:9]2[CH2:11][C@@H:10]2[CH2:12][O:13][C:14]2[C:19]([CH:20]3[CH2:25][CH2:24][CH2:23][C:22](=[O:26])[CH2:21]3)=[CH:18][N:17]=[C:16]([CH3:27])[N:15]=2)=[N:7][CH:8]=1. The yield is 0.500.